This data is from Forward reaction prediction with 1.9M reactions from USPTO patents (1976-2016). The task is: Predict the product of the given reaction. (1) Given the reactants [H-].[Na+].[N+:3]([C:6]1[N:7]=[C:8]2[N:13]([CH:14]=1)[CH2:12][C@H:11]([OH:15])[CH2:10][O:9]2)([O-:5])=[O:4].Br[CH2:17][C:18]1[N:19]=[C:20]([C:23]2[CH:28]=[CH:27][C:26]([O:29][C:30]([F:33])([F:32])[F:31])=[CH:25][CH:24]=2)[S:21][CH:22]=1, predict the reaction product. The product is: [N+:3]([C:6]1[N:7]=[C:8]2[N:13]([CH:14]=1)[CH2:12][C@H:11]([O:15][CH2:17][C:18]1[N:19]=[C:20]([C:23]3[CH:24]=[CH:25][C:26]([O:29][C:30]([F:33])([F:31])[F:32])=[CH:27][CH:28]=3)[S:21][CH:22]=1)[CH2:10][O:9]2)([O-:5])=[O:4]. (2) The product is: [CH2:34]([N:25]1[C:26]([C:27]2[CH:28]=[CH:29][C:30]([F:33])=[CH:31][CH:32]=2)=[C:22]([C:9]2[CH:10]=[CH:11][C:12]3[O:17][CH2:16][C:15](=[O:18])[NH:14][C:13]=3[CH:19]=2)[C:23]([CH3:38])=[N:24]1)[CH2:35][CH2:36][CH3:37]. Given the reactants CC1(C)C(C)(C)OB([C:9]2[CH:10]=[CH:11][C:12]3[O:17][CH2:16][C:15](=[O:18])[NH:14][C:13]=3[CH:19]=2)O1.Br[C:22]1[C:23]([CH3:38])=[N:24][N:25]([CH2:34][CH2:35][CH2:36][CH3:37])[C:26]=1[C:27]1[CH:32]=[CH:31][C:30]([F:33])=[CH:29][CH:28]=1.C(=O)([O-])[O-].[Cs+].[Cs+].O, predict the reaction product.